Predict which catalyst facilitates the given reaction. From a dataset of Catalyst prediction with 721,799 reactions and 888 catalyst types from USPTO. (1) Reactant: Cl[C:2]1[N:6]([CH2:7][CH2:8][CH2:9][C:10]([O:12][CH2:13][CH3:14])=[O:11])[C:5]2[C:15]([CH:20]([CH2:23][CH3:24])[CH2:21][CH3:22])=[CH:16][CH:17]=[C:18]([Cl:19])[C:4]=2[N:3]=1.[Cl:25][C:26]1[CH:32]=[C:31]([CH3:33])[C:29]([NH2:30])=[C:28]([O:34][CH3:35])[CH:27]=1.C1(C)C=CC(S(O)(=O)=O)=CC=1. Product: [Cl:19][C:18]1[C:4]2[N:3]=[C:2]([NH:30][C:29]3[C:31]([CH3:33])=[CH:32][C:26]([Cl:25])=[CH:27][C:28]=3[O:34][CH3:35])[N:6]([CH2:7][CH2:8][CH2:9][C:10]([O:12][CH2:13][CH3:14])=[O:11])[C:5]=2[C:15]([CH:20]([CH2:23][CH3:24])[CH2:21][CH3:22])=[CH:16][CH:17]=1. The catalyst class is: 113. (2) Product: [C:40]([NH:43][C:28]([C:27]1[CH:26]=[C:25]([C:23]2[CH:24]=[C:19]3[C:18]([C:35]([NH:36][CH3:37])=[O:38])=[C:17]([C:14]4[CH:15]=[CH:16][C:11]([F:10])=[CH:12][CH:13]=4)[O:34][C:20]3=[N:21][CH:22]=2)[CH:33]=[CH:32][CH:31]=1)=[O:30])([CH3:42])([CH3:41])[CH3:39]. Reactant: CCN(C(C)C)C(C)C.[F:10][C:11]1[CH:16]=[CH:15][C:14]([C:17]2[O:34][C:20]3=[N:21][CH:22]=[C:23]([C:25]4[CH:26]=[C:27]([CH:31]=[CH:32][CH:33]=4)[C:28]([OH:30])=O)[CH:24]=[C:19]3[C:18]=2[C:35](=[O:38])[NH:36][CH3:37])=[CH:13][CH:12]=1.[CH3:39][C:40]([NH2:43])([CH3:42])[CH3:41].CN(C(ON1N=NC2C=CC=NC1=2)=[N+](C)C)C.F[P-](F)(F)(F)(F)F. The catalyst class is: 31. (3) Reactant: FC(F)(F)COP([CH2:13][C:14]([O:16][CH3:17])=[O:15])(=O)OCC(F)(F)F.C1OCCOCCOCCOCCOCCOC1.C[Si](C)(C)[N-][Si](C)(C)C.[K+].[Br:48][C:49]1[C:50]([OH:58])=[C:51]([CH:54]=[C:55]([Cl:57])[CH:56]=1)[CH:52]=O. Product: [Br:48][C:49]1[C:50]([OH:58])=[C:51](/[CH:52]=[CH:13]/[C:14]([O:16][CH3:17])=[O:15])[CH:54]=[C:55]([Cl:57])[CH:56]=1. The catalyst class is: 1. (4) Reactant: C([O-])(=O)C.[C:5]([C:9]1[CH:14]=[CH:13][C:12]([I+:15][C:16]2[CH:21]=[CH:20][C:19]([C:22]([CH3:25])([CH3:24])[CH3:23])=[CH:18][CH:17]=2)=[CH:11][CH:10]=1)([CH3:8])([CH3:7])[CH3:6].[C:26]1([CH3:37])[CH:31]=[CH:30][C:29]([S:32]([O:35]C)(=[O:34])=[O:33])=[CH:28][CH:27]=1. Product: [C:26]1([CH3:37])[CH:27]=[CH:28][C:29]([S:32]([O-:35])(=[O:33])=[O:34])=[CH:30][CH:31]=1.[C:22]([C:19]1[CH:20]=[CH:21][C:16]([I+:15][C:12]2[CH:11]=[CH:10][C:9]([C:5]([CH3:8])([CH3:7])[CH3:6])=[CH:14][CH:13]=2)=[CH:17][CH:18]=1)([CH3:25])([CH3:24])[CH3:23]. The catalyst class is: 310. (5) Reactant: I[CH2:2][CH2:3][CH2:4][CH3:5].[OH:6][C:7]1[CH:8]=[C:9]([CH:14]=[CH:15][C:16]=1[I:17])[C:10]([O:12][CH3:13])=[O:11].C(=O)([O-])[O-].[K+].[K+]. Product: [CH2:2]([O:6][C:7]1[CH:8]=[C:9]([CH:14]=[CH:15][C:16]=1[I:17])[C:10]([O:12][CH3:13])=[O:11])[CH2:3][CH2:4][CH3:5]. The catalyst class is: 311.